This data is from Forward reaction prediction with 1.9M reactions from USPTO patents (1976-2016). The task is: Predict the product of the given reaction. (1) Given the reactants [Br:1][C:2]1[C:3]([O:11][CH2:12][CH:13]2[CH2:15][CH2:14]2)=[CH:4][C:5]([C:8]([OH:10])=O)=[N:6][CH:7]=1.[NH2:16][C@@H:17]([CH2:21][CH:22]([CH3:24])[CH3:23])[C:18]([NH2:20])=[O:19], predict the reaction product. The product is: [C:18]([C@@H:17]([NH:16][C:8]([C:5]1[CH:4]=[C:3]([O:11][CH2:12][CH:13]2[CH2:15][CH2:14]2)[C:2]([Br:1])=[CH:7][N:6]=1)=[O:10])[CH2:21][CH:22]([CH3:24])[CH3:23])(=[O:19])[NH2:20]. (2) Given the reactants [C:1]([NH:5][C:6]1[C:7](Cl)=[N:8][C:9]2[C:14]([N:15]=1)=[C:13]([C:16]1[NH:24][C:23]3[CH2:22][CH2:21][NH:20][C:19](=[O:25])[C:18]=3[CH:17]=1)[CH:12]=[CH:11][CH:10]=2)([CH3:4])([CH3:3])[CH3:2].[NH:27]1[CH2:30][CH2:29][CH2:28]1.CCN(C(C)C)C(C)C, predict the reaction product. The product is: [N:27]1([C:7]2[C:6]([NH:5][C:1]([CH3:4])([CH3:3])[CH3:2])=[N:15][C:14]3[C:9](=[CH:10][CH:11]=[CH:12][C:13]=3[C:16]3[NH:24][C:23]4[CH2:22][CH2:21][NH:20][C:19](=[O:25])[C:18]=4[CH:17]=3)[N:8]=2)[CH2:30][CH2:29][CH2:28]1. (3) Given the reactants [F:1][C:2]1[CH:9]=[C:8]([OH:10])[CH:7]=[CH:6][C:3]=1[C:4]#[N:5].[Cl:11][C:12]1[CH:13]=[C:14]([CH:17]=[CH:18][C:19]=1[Cl:20])[CH2:15]O.C1(P(C2C=CC=CC=2)C2C=CC=CC=2)C=CC=CC=1.C1(C)C=CC=CC=1.N(C(OCC)=O)=NC(OCC)=O, predict the reaction product. The product is: [Cl:11][C:12]1[CH:13]=[C:14]([CH:17]=[CH:18][C:19]=1[Cl:20])[CH2:15][O:10][C:8]1[CH:7]=[CH:6][C:3]([C:4]#[N:5])=[C:2]([F:1])[CH:9]=1. (4) The product is: [C:10]1([C:3]2([C:7]([O:9][CH3:22])=[O:8])[CH2:4][CH2:5][CH2:6][CH2:2]2)[CH:15]=[CH:14][CH:13]=[CH:12][CH:11]=1. Given the reactants C[CH:2]1[CH2:6][CH2:5][CH2:4][C:3]1([C:10]1[CH:15]=[CH:14][CH:13]=[CH:12][C:11]=1F)[C:7]([OH:9])=[O:8].S(=O)(=O)(O)O.[C:22](=O)([O-])[O-].[Na+].[Na+], predict the reaction product. (5) Given the reactants C([Li])CCC.Br[C:7]1[C:11]2[CH:12]=[CH:13][CH:14]=[CH:15][C:10]=2[O:9][CH:8]=1.[CH:16]([N:29]1[CH2:32][C:31](=[O:33])[CH2:30]1)([C:23]1[CH:28]=[CH:27][CH:26]=[CH:25][CH:24]=1)[C:17]1[CH:22]=[CH:21][CH:20]=[CH:19][CH:18]=1.O, predict the reaction product. The product is: [CH:16]([N:29]1[CH2:32][C:31]([C:8]2[O:9][C:10]3[CH:15]=[CH:14][CH:13]=[CH:12][C:11]=3[CH:7]=2)([OH:33])[CH2:30]1)([C:23]1[CH:28]=[CH:27][CH:26]=[CH:25][CH:24]=1)[C:17]1[CH:18]=[CH:19][CH:20]=[CH:21][CH:22]=1.